Dataset: Full USPTO retrosynthesis dataset with 1.9M reactions from patents (1976-2016). Task: Predict the reactants needed to synthesize the given product. (1) The reactants are: [NH2:1][C:2]1[CH:3]=[C:4]([CH:7]=[CH:8][C:9]=1[NH:10][CH2:11][CH3:12])[C:5]#[N:6].[CH2:13]([N:20]=[C:21]=[S:22])[C:14]1[CH:19]=[CH:18][CH:17]=[CH:16][CH:15]=1. Given the product [CH2:13]([NH:20][C:21]([NH:1][C:2]1[CH:3]=[C:4]([C:5]#[N:6])[CH:7]=[CH:8][C:9]=1[NH:10][CH2:11][CH3:12])=[S:22])[C:14]1[CH:19]=[CH:18][CH:17]=[CH:16][CH:15]=1, predict the reactants needed to synthesize it. (2) Given the product [F:1][C:2]1[CH:3]=[CH:4][C:5]([C:23]([F:26])([F:24])[F:25])=[C:6]([C@H:8]2[CH2:12][CH2:11][CH2:10][N:9]2[C:13]2[CH:18]=[CH:17][N:16]3[N:19]=[CH:20][C:21]([NH:22][C:32]([N:34]4[CH2:35][CH2:36][C@H:41]([OH:44])[CH2:38]4)=[O:33])=[C:15]3[N:14]=2)[CH:7]=1, predict the reactants needed to synthesize it. The reactants are: [F:1][C:2]1[CH:3]=[CH:4][C:5]([C:23]([F:26])([F:25])[F:24])=[C:6]([C@H:8]2[CH2:12][CH2:11][CH2:10][N:9]2[C:13]2[CH:18]=[CH:17][N:16]3[N:19]=[CH:20][C:21]([NH2:22])=[C:15]3[N:14]=2)[CH:7]=1.C1N=CN([C:32]([N:34]2[CH:38]=N[CH:36]=[CH:35]2)=[O:33])C=1.N1CC[C@H:41]([OH:44])C1. (3) Given the product [F:16][C:5]1[CH:6]=[C:7]([C:8]2[N:13]=[C:12]([CH3:14])[N:11]=[C:10]([NH2:15])[N:9]=2)[C:2]([NH:26][C:20]2[CH:21]=[N:22][C:23]([O:24][CH3:25])=[C:18]([F:17])[CH:19]=2)=[N:3][CH:4]=1, predict the reactants needed to synthesize it. The reactants are: Cl[C:2]1[C:7]([C:8]2[N:13]=[C:12]([CH3:14])[N:11]=[C:10]([NH2:15])[N:9]=2)=[CH:6][C:5]([F:16])=[CH:4][N:3]=1.[F:17][C:18]1[CH:19]=[C:20]([NH2:26])[CH:21]=[N:22][C:23]=1[O:24][CH3:25].[Li+].C[Si]([N-][Si](C)(C)C)(C)C. (4) The reactants are: [C:1]([O:5][C:6]([N:8]1[CH2:13][CH2:12][N:11]([C:14]2[CH:15]=[CH:16][CH:17]=[C:18]3[C:22]=2[NH:21][CH:20]=[CH:19]3)[CH2:10][CH2:9]1)=[O:7])([CH3:4])([CH3:3])[CH3:2].[C:23](O[C:23]([O:25][C:26]([CH3:29])([CH3:28])[CH3:27])=[O:24])([O:25][C:26]([CH3:29])([CH3:28])[CH3:27])=[O:24]. Given the product [C:26]([O:25][C:23]([N:21]1[C:22]2[C:18](=[CH:17][CH:16]=[CH:15][C:14]=2[N:11]2[CH2:12][CH2:13][N:8]([C:6]([O:5][C:1]([CH3:4])([CH3:2])[CH3:3])=[O:7])[CH2:9][CH2:10]2)[CH:19]=[CH:20]1)=[O:24])([CH3:29])([CH3:28])[CH3:27], predict the reactants needed to synthesize it. (5) Given the product [Br:24][C:8]1[CH:7]=[CH:6][C:5]2[N:4]=[CH:3][C:2]3[NH:1][C:33](=[O:35])[N:12]([C:13]4[CH:14]=[CH:15][C:16]([C:19]([CH3:22])([CH3:23])[C:20]#[N:21])=[N:17][CH:18]=4)[C:11]=3[C:10]=2[CH:9]=1, predict the reactants needed to synthesize it. The reactants are: [NH2:1][C:2]1[CH:3]=[N:4][C:5]2[C:10]([C:11]=1[NH:12][C:13]1[CH:14]=[CH:15][C:16]([C:19]([CH3:23])([CH3:22])[C:20]#[N:21])=[N:17][CH:18]=1)=[CH:9][C:8]([Br:24])=[CH:7][CH:6]=2.C(N(CC)CC)C.Cl[C:33](Cl)([O:35]C(=O)OC(Cl)(Cl)Cl)Cl. (6) Given the product [CH2:15]([O:14][C:12]([C:11]1[N:7]=[C:6]([C:2]2[NH:1][CH:5]=[CH:4][N:3]=2)[S:8][CH:10]=1)=[O:13])[CH3:16], predict the reactants needed to synthesize it. The reactants are: [NH:1]1[CH:5]=[CH:4][N:3]=[C:2]1[C:6](=[S:8])[NH2:7].Br[CH2:10][C:11](=O)[C:12]([O:14][CH2:15][CH3:16])=[O:13]. (7) Given the product [NH2:11][C:6]1[CH:5]=[C:4]([O:14][CH2:15][CH2:16][O:17][CH3:18])[C:3]([O:2][CH3:1])=[CH:10][C:7]=1[C:8]#[N:9], predict the reactants needed to synthesize it. The reactants are: [CH3:1][O:2][C:3]1[C:4]([O:14][CH2:15][CH2:16][O:17][CH3:18])=[CH:5][C:6]([N+:11]([O-])=O)=[C:7]([CH:10]=1)[C:8]#[N:9].C1CCCCC=1.CO. (8) Given the product [NH:20]1[C:21]2[C:26](=[CH:25][CH:24]=[CH:23][CH:22]=2)[C:18]([CH2:17][N:14]2[CH2:13][CH2:12][CH2:11][C:10]3([CH2:9][CH2:8][N:7]([C:5]4[O:6][C:2]([CH3:1])=[N:3][N:4]=4)[CH2:38][CH2:37]3)[C:15]2=[O:16])=[CH:19]1, predict the reactants needed to synthesize it. The reactants are: [CH3:1][C:2]1[O:6][C:5]([N:7]2[CH2:38][CH2:37][C:10]3([C:15](=[O:16])[N:14]([CH2:17][C:18]4[C:26]5[C:21](=[CH:22][CH:23]=[CH:24][CH:25]=5)[N:20](S(C5C=CC(C)=CC=5)(=O)=O)[CH:19]=4)[CH2:13][CH2:12][CH2:11]3)[CH2:9][CH2:8]2)=[N:4][N:3]=1. (9) Given the product [Cl:1][C:2]1[CH:22]=[C:21]([Cl:23])[CH:20]=[CH:19][C:3]=1[CH:4]([O:12][CH:13]1[CH2:14][CH2:15][N:16]([C:29]([NH:28][C:24]([CH3:27])([CH3:26])[CH3:25])=[O:30])[CH2:17][CH2:18]1)[C:5]1[CH:10]=[CH:9][C:8]([Cl:11])=[CH:7][CH:6]=1, predict the reactants needed to synthesize it. The reactants are: [Cl:1][C:2]1[CH:22]=[C:21]([Cl:23])[CH:20]=[CH:19][C:3]=1[CH:4]([O:12][CH:13]1[CH2:18][CH2:17][NH:16][CH2:15][CH2:14]1)[C:5]1[CH:10]=[CH:9][C:8]([Cl:11])=[CH:7][CH:6]=1.[C:24]([N:28]=[C:29]=[O:30])([CH3:27])([CH3:26])[CH3:25].C(N(CC)CC)C.